This data is from Forward reaction prediction with 1.9M reactions from USPTO patents (1976-2016). The task is: Predict the product of the given reaction. (1) The product is: [CH2:23]([O:22][C:20]([CH:19]1[C:4](=[O:26])[CH2:5][C@H:6]2[N:7]([CH3:25])[C@@H:8]1[CH2:9][N:10]([C:61]([O:63][C:64]([CH3:65])([CH3:66])[CH3:67])=[O:62])[CH2:11]2)=[O:21])[CH3:24]. Given the reactants C(O[C:4](=[O:26])[CH2:5][CH:6]1[CH2:11][N:10](CC2C=CC=CC=2)[CH2:9][CH:8]([CH2:19][C:20]([O:22][CH2:23][CH3:24])=[O:21])[N:7]1[CH3:25])C.C(O)(C(F)(F)F)=O.C(O[K])(C)(C)C.CC(O)=O.CCN(C(C)C)C(C)C.[CH3:65][C:64]([O:63][C:61](O[C:61]([O:63][C:64]([CH3:67])([CH3:66])[CH3:65])=[O:62])=[O:62])([CH3:67])[CH3:66], predict the reaction product. (2) Given the reactants [CH2:1]([O:8][C:9]1[C:10]([O:33][CH3:34])=[CH:11][C:12]([C:27]2[N:31]=[C:30]([CH3:32])[O:29][N:28]=2)=[C:13]([CH:15]([O:23]C(=O)C)[C:16](=[O:22])[NH:17][C:18]([CH3:21])([CH3:20])[CH3:19])[CH:14]=1)[C:2]1[CH:7]=[CH:6][CH:5]=[CH:4][CH:3]=1.[OH-].[Na+].CO.C(OCC)(=O)C, predict the reaction product. The product is: [CH2:1]([O:8][C:9]1[C:10]([O:33][CH3:34])=[CH:11][C:12]([C:27]2[N:31]=[C:30]([CH3:32])[O:29][N:28]=2)=[C:13]([CH:15]([OH:23])[C:16]([NH:17][C:18]([CH3:21])([CH3:20])[CH3:19])=[O:22])[CH:14]=1)[C:2]1[CH:3]=[CH:4][CH:5]=[CH:6][CH:7]=1. (3) The product is: [ClH:1].[Cl:1][C:2]1[S:6][C:5](/[CH:7]=[CH:8]/[S:9]([N:12]([C@H:13]2[CH2:17][CH2:16][N:15]([C:18]3[CH:19]=[CH:20][C:21]4[CH2:27][NH:26][CH2:25][CH2:24][CH2:23][C:22]=4[CH:35]=3)[C:14]2=[O:36])[C@H:37]([C:38]([O:40][CH2:41][CH3:42])=[O:39])[CH3:43])(=[O:11])=[O:10])=[CH:4][CH:3]=1. Given the reactants [Cl:1][C:2]1[S:6][C:5](/[CH:7]=[CH:8]/[S:9]([N:12]([CH:37]([CH3:43])[C:38]([O:40][CH2:41][CH3:42])=[O:39])[C@H:13]2[CH2:17][CH2:16][N:15]([C:18]3[CH:19]=[CH:20][C:21]4[CH2:27][N:26](C(OC(C)(C)C)=O)[CH2:25][CH2:24][CH2:23][C:22]=4[CH:35]=3)[C:14]2=[O:36])(=[O:11])=[O:10])=[CH:4][CH:3]=1.Cl, predict the reaction product. (4) Given the reactants [O:1]1[CH:5]=[CH:4][C:3]([CH2:6][N:7]2[C:11]3=[N:12][CH:13]=[CH:14][CH:15]=[C:10]3[C:9]([CH:16]3[CH2:21][CH2:20][NH:19][CH2:18][CH2:17]3)=[CH:8]2)=[CH:2]1.[CH3:22][O:23][C:24](=[O:35])[C:25]1[CH:30]=[CH:29][CH:28]=[CH:27][C:26]=1[O:31][CH2:32][CH2:33]Cl, predict the reaction product. The product is: [CH3:22][O:23][C:24](=[O:35])[C:25]1[CH:30]=[CH:29][CH:28]=[CH:27][C:26]=1[O:31][CH2:32][CH2:33][N:19]1[CH2:18][CH2:17][CH:16]([C:9]2[C:10]3[C:11](=[N:12][CH:13]=[CH:14][CH:15]=3)[N:7]([CH2:6][C:3]3[CH:4]=[CH:5][O:1][CH:2]=3)[CH:8]=2)[CH2:21][CH2:20]1. (5) Given the reactants [C:1]([C:3]1[CH:8]=[CH:7][C:6]([CH2:9][CH2:10][O:11][C:12]2[CH:13]=[C:14]([NH:18][S:19]([C:22]3[CH:27]=[CH:26][CH:25]=[CH:24][CH:23]=3)(=[O:21])=[O:20])[CH:15]=[CH:16][CH:17]=2)=[CH:5][CH:4]=1)#[N:2].C([O-])([O-])=O.[K+].[K+].Cl[CH2:35][CH2:36][OH:37].[Na+].[I-], predict the reaction product. The product is: [C:1]([C:3]1[CH:4]=[CH:5][C:6]([CH2:9][CH2:10][O:11][C:12]2[CH:13]=[C:14]([N:18]([CH2:35][CH2:36][OH:37])[S:19]([C:22]3[CH:27]=[CH:26][CH:25]=[CH:24][CH:23]=3)(=[O:21])=[O:20])[CH:15]=[CH:16][CH:17]=2)=[CH:7][CH:8]=1)#[N:2]. (6) Given the reactants [CH3:1][C:2]([CH3:8])([CH3:7])[CH2:3][C:4](=O)[CH3:5].[C:9](O)(=O)C.[CH:13]([NH2:15])=[NH:14], predict the reaction product. The product is: [CH3:1][C:2]([CH3:8])([CH3:7])[CH2:3][C:4]1[CH:5]=[CH:9][N:15]=[CH:13][N:14]=1. (7) Given the reactants [O:1]1[C:5]2=[CH:6][N:7]=[C:8]([CH2:10][OH:11])[CH:9]=[C:4]2[CH:3]=[CH:2]1.C1(N(Cl)C(=O)N(Cl)C(=O)N1Cl)=O, predict the reaction product. The product is: [O:1]1[C:5]2=[CH:6][N:7]=[C:8]([CH:10]=[O:11])[CH:9]=[C:4]2[CH:3]=[CH:2]1.